The task is: Regression. Given a peptide amino acid sequence and an MHC pseudo amino acid sequence, predict their binding affinity value. This is MHC class II binding data.. This data is from Peptide-MHC class II binding affinity with 134,281 pairs from IEDB. (1) The peptide sequence is QLVPKLDEVYNAAYN. The MHC is DRB1_1501 with pseudo-sequence DRB1_1501. The binding affinity (normalized) is 0.221. (2) The binding affinity (normalized) is 0.326. The peptide sequence is EWVAMTKGEGGVWTF. The MHC is DRB1_0701 with pseudo-sequence DRB1_0701. (3) The peptide sequence is EPQGSTYAASSATSVD. The MHC is DRB1_0301 with pseudo-sequence DRB1_0301. The binding affinity (normalized) is 0. (4) The peptide sequence is SQDLELSVNLNGLQAY. The MHC is HLA-DQA10101-DQB10501 with pseudo-sequence HLA-DQA10101-DQB10501. The binding affinity (normalized) is 0.139.